This data is from Peptide-MHC class II binding affinity with 134,281 pairs from IEDB. The task is: Regression. Given a peptide amino acid sequence and an MHC pseudo amino acid sequence, predict their binding affinity value. This is MHC class II binding data. (1) The peptide sequence is LPPIVAKEIVASCDKC. The MHC is DRB1_1101 with pseudo-sequence DRB1_1101. The binding affinity (normalized) is 0.365. (2) The peptide sequence is GVEGIGLQYLGYVIRK. The MHC is HLA-DQA10601-DQB10402 with pseudo-sequence HLA-DQA10601-DQB10402. The binding affinity (normalized) is 0.625.